This data is from Forward reaction prediction with 1.9M reactions from USPTO patents (1976-2016). The task is: Predict the product of the given reaction. (1) Given the reactants [Cl:1][C:2]1[CH:7]=[C:6]([Cl:8])[CH:5]=[C:4]([Cl:9])[C:3]=1[NH:10][NH2:11].[CH:12](=O)[CH:13]([CH3:15])[CH3:14].C1C(=O)N(Br)C(=O)C1.[C:25](#[N:29])[CH2:26][C:27]#[N:28].CC[O-].[Na+], predict the reaction product. The product is: [NH2:28][C:27]1[N:10]([C:3]2[C:2]([Cl:1])=[CH:7][C:6]([Cl:8])=[CH:5][C:4]=2[Cl:9])[N:11]=[C:12]([CH:13]([CH3:15])[CH3:14])[C:26]=1[C:25]#[N:29]. (2) Given the reactants [CH2:1]([O:8][C:9](=[O:24])[CH2:10][CH2:11][C@H:12]([NH:16][C:17]([O:19][C:20]([CH3:23])([CH3:22])[CH3:21])=[O:18])[C:13]([OH:15])=[O:14])[C:2]1[CH:7]=[CH:6][CH:5]=[CH:4][CH:3]=1.[CH:25]1(O)[CH2:29][CH2:28][CH2:27][CH2:26]1.CCN=C=NCCCN(C)C.Cl.CCOCC, predict the reaction product. The product is: [CH:25]1([O:14][C:13](=[O:15])[C@@H:12]([NH:16][C:17]([O:19][C:20]([CH3:21])([CH3:23])[CH3:22])=[O:18])[CH2:11][CH2:10][C:9]([O:8][CH2:1][C:2]2[CH:7]=[CH:6][CH:5]=[CH:4][CH:3]=2)=[O:24])[CH2:29][CH2:28][CH2:27][CH2:26]1. (3) Given the reactants [CH:1]1([CH2:4][NH:5][C:6]2[CH:11]=[CH:10][C:9](OC)=[CH:8][C:7]=2[N+:14]([O-])=O)[CH2:3][CH2:2]1.[CH2:17]([OH:19])C, predict the reaction product. The product is: [CH:1]1([CH2:4][NH:5][C:6]2[C:7]([NH2:14])=[CH:8][CH:9]=[C:10]([O:19][CH3:17])[CH:11]=2)[CH2:2][CH2:3]1.